Dataset: Forward reaction prediction with 1.9M reactions from USPTO patents (1976-2016). Task: Predict the product of the given reaction. (1) Given the reactants CO[CH:3](OC)[CH2:4][O:5][C:6]1[CH:15]=[CH:14][C:9]([C:10]([O:12][CH3:13])=[O:11])=[CH:8][CH:7]=1, predict the reaction product. The product is: [CH3:13][O:12][C:10]([C:9]1[CH:14]=[CH:15][C:6]2[O:5][CH:4]=[CH:3][C:7]=2[CH:8]=1)=[O:11]. (2) Given the reactants [N+:1]([C:4]1[CH:5]=[CH:6][C:7]2[NH:12][C:11](=[O:13])[CH2:10][O:9][C:8]=2[CH:14]=1)([O-:3])=[O:2].C(=O)([O-])[O-].[K+].[K+].I[CH2:22][CH3:23].O, predict the reaction product. The product is: [CH2:22]([N:12]1[C:11](=[O:13])[CH2:10][O:9][C:8]2[CH:14]=[C:4]([N+:1]([O-:3])=[O:2])[CH:5]=[CH:6][C:7]1=2)[CH3:23]. (3) The product is: [OH:1][C:2]1[CH:15]=[CH:14][C:5]([CH2:6][CH:7]2[S:11][C:10](=[O:12])[NH:9][C:8]2=[O:13])=[CH:4][CH:3]=1. Given the reactants [OH:1][C:2]1[CH:15]=[CH:14][C:5]([CH:6]=[C:7]2[S:11][C:10](=[O:12])[NH:9][C:8]2=[O:13])=[CH:4][CH:3]=1.C([O-])=O.[NH4+], predict the reaction product. (4) Given the reactants [F:1][C:2]1[CH:3]=[C:4]([CH2:10][OH:11])[CH:5]=[C:6]([F:9])[C:7]=1[F:8].Cl[C:13]1[CH:25]=[C:17]2[N:18]([CH3:24])[C:19]([CH3:23])([CH3:22])[CH2:20][CH2:21][N:16]2[C:15](=[O:26])[N:14]=1, predict the reaction product. The product is: [CH3:24][N:18]1[C:19]([CH3:23])([CH3:22])[CH2:20][CH2:21][N:16]2[C:15](=[O:26])[N:14]=[C:13]([O:11][CH2:10][C:4]3[CH:3]=[C:2]([F:1])[C:7]([F:8])=[C:6]([F:9])[CH:5]=3)[CH:25]=[C:17]12. (5) The product is: [ClH:1].[C@@H:10]12[CH2:11][C@@H:12]1[CH2:13][C@@H:14]([C:15]1[NH:16][CH:17]=[C:18]([C:20]#[C:21][C:22]3[CH:23]=[C:24]4[C:29](=[CH:30][CH:31]=3)[CH:28]=[C:27]([C:32]3[NH:33][C:34]([C@@H:37]5[CH2:42][C@@H:41]6[C@@H:39]([CH2:40]6)[NH:38]5)=[N:35][CH:36]=3)[CH:26]=[CH:25]4)[N:19]=1)[NH:9]2. Given the reactants [ClH:1].C(OC([N:9]1[C@H:14]([C:15]2[NH:16][CH:17]=[C:18]([C:20]#[C:21][C:22]3[CH:23]=[C:24]4[C:29](=[CH:30][CH:31]=3)[CH:28]=[C:27]([C:32]3[N:33]=[C:34]([C@@H:37]5[CH2:42][C@@H:41]6[C@@H:39]([CH2:40]6)[N:38]5C(OCCCC)=O)[NH:35][CH:36]=3)[CH:26]=[CH:25]4)[N:19]=2)[CH2:13][C@@H:12]2[C@H:10]1[CH2:11]2)=O)(C)(C)C, predict the reaction product.